The task is: Predict the reactants needed to synthesize the given product.. This data is from Full USPTO retrosynthesis dataset with 1.9M reactions from patents (1976-2016). (1) The reactants are: C(ON=O)(C)(C)C.[CH2:8]([O:10][C:11]([C:13]1[CH:17]=[C:16]([C:18]2[CH:23]=[CH:22][CH:21]=[CH:20][CH:19]=2)[S:15][C:14]=1[NH2:24])=[O:12])[CH3:9]. Given the product [CH2:8]([O:10][C:11]([C:13]1[CH:17]=[C:16]([C:18]2[CH:23]=[CH:22][CH:21]=[CH:20][CH:19]=2)[S:15][C:14]=1[NH2:24])=[O:12])[CH3:9].[CH2:8]([O:10][C:11]([C:13]1[CH:17]=[C:16]([C:18]2[CH:23]=[CH:22][CH:21]=[CH:20][CH:19]=2)[S:15][CH:14]=1)=[O:12])[CH3:9], predict the reactants needed to synthesize it. (2) Given the product [C:1]([C:3]1[CH:8]=[CH:7][C:6]([N:9]2[CH:17]([CH:18]3[CH2:19][CH2:20][CH2:21][CH2:22]3)[CH:16]3[C:11]([C:12]4[CH:26]=[CH:25][C:24]([C:27]([OH:29])=[O:28])=[CH:23][C:13]=4[CH2:14][CH2:15]3)=[N:10]2)=[CH:5][C:4]=1[CH2:32][O:33][CH3:34])#[N:2], predict the reactants needed to synthesize it. The reactants are: [C:1]([C:3]1[CH:8]=[CH:7][C:6]([N:9]2[CH:17]([CH:18]3[CH2:22][CH2:21][CH2:20][CH2:19]3)[CH:16]3[C:11]([C:12]4[CH:26]=[CH:25][C:24]([C:27]([O:29]CC)=[O:28])=[CH:23][C:13]=4[CH2:14][CH2:15]3)=[N:10]2)=[CH:5][C:4]=1[CH2:32][O:33][CH3:34])#[N:2].CO.[OH-].[Na+]. (3) Given the product [F:10][C:9]([F:12])([F:11])[C:7]1[CH:6]=[C:5]([C@H:13]([N:15]([CH3:40])[C:16]([N:18]2[CH2:31][CH2:30][C@@:21]3([NH:25][CH:24]([C:26]([NH2:52])=[O:28])[CH2:23][CH2:22]3)[CH2:20][C@@H:19]2[C:32]2[CH:37]=[CH:36][C:35]([F:38])=[CH:34][C:33]=2[CH3:39])=[O:17])[CH3:14])[CH:4]=[C:3]([C:2]([F:1])([F:41])[F:42])[CH:8]=1, predict the reactants needed to synthesize it. The reactants are: [F:1][C:2]([F:42])([F:41])[C:3]1[CH:4]=[C:5]([C@H:13]([N:15]([CH3:40])[C:16]([N:18]2[CH2:31][CH2:30][C@@:21]3([NH:25][CH:24]([C:26]([O:28]C)=O)[CH2:23][CH2:22]3)[CH2:20][C@@H:19]2[C:32]2[CH:37]=[CH:36][C:35]([F:38])=[CH:34][C:33]=2[CH3:39])=[O:17])[CH3:14])[CH:6]=[C:7]([C:9]([F:12])([F:11])[F:10])[CH:8]=1.CCOC(C)=O.C(Cl)Cl.[NH3:52]. (4) Given the product [F:26][C:2]([F:1])([C:20]1[CH:21]=[CH:22][CH:23]=[CH:24][CH:25]=1)[CH2:3][N:4]1[CH:8]=[C:7]([C:9]2[S:10][C:11]([C:15]([OH:17])=[O:16])=[C:12]([CH3:14])[N:13]=2)[N:6]=[N:5]1, predict the reactants needed to synthesize it. The reactants are: [F:1][C:2]([F:26])([C:20]1[CH:25]=[CH:24][CH:23]=[CH:22][CH:21]=1)[CH2:3][N:4]1[CH:8]=[C:7]([C:9]2[S:10][C:11]([C:15]([O:17]CC)=[O:16])=[C:12]([CH3:14])[N:13]=2)[N:6]=[N:5]1.O.[OH-].[Li+]. (5) Given the product [C:12]([C:16]1[CH:17]=[CH:18][C:19]([C:20]([NH:1][C:2]2[CH:11]=[C:10]3[C:5]([CH:6]=[CH:7][CH:8]=[N:9]3)=[CH:4][CH:3]=2)=[O:21])=[CH:23][CH:24]=1)([CH3:15])([CH3:13])[CH3:14], predict the reactants needed to synthesize it. The reactants are: [NH2:1][C:2]1[CH:11]=[C:10]2[C:5]([CH:6]=[CH:7][CH:8]=[N:9]2)=[CH:4][CH:3]=1.[C:12]([C:16]1[CH:24]=[CH:23][C:19]([C:20](O)=[O:21])=[CH:18][CH:17]=1)([CH3:15])([CH3:14])[CH3:13]. (6) The reactants are: [CH2:1]([O:4][C:5]1[CH:6]=[C:7]2[C:12](=[CH:13][CH:14]=1)[NH:11][C:10](=[O:15])[CH2:9][CH2:8]2)[CH:2]=[CH2:3].C([O-])([O-])=O.[K+].[K+].[OH:22][N:23]=[C:24](Br)[Br:25]. Given the product [Br:25][C:24]1[CH2:3][CH:2]([CH2:1][O:4][C:5]2[CH:6]=[C:7]3[C:12](=[CH:13][CH:14]=2)[NH:11][C:10](=[O:15])[CH2:9][CH2:8]3)[O:22][N:23]=1, predict the reactants needed to synthesize it. (7) Given the product [CH2:19]([S:26][C:2]1[CH:11]=[C:10]2[C:5]([C:6](=[O:12])[CH:7]=[N:8][NH:9]2)=[CH:4][CH:3]=1)[C:20]1[CH:25]=[CH:24][CH:23]=[CH:22][CH:21]=1, predict the reactants needed to synthesize it. The reactants are: Br[C:2]1[CH:11]=[C:10]2[C:5]([C:6](=[O:12])[CH:7]=[N:8][NH:9]2)=[CH:4][CH:3]=1.O1CCOCC1.[CH2:19]([SH:26])[C:20]1[CH:25]=[CH:24][CH:23]=[CH:22][CH:21]=1.CCN(C(C)C)C(C)C. (8) Given the product [F:1][C:2]1([CH2:8][O:9][C:10]2[CH:15]=[CH:14][C:13]([S:16]([NH2:19])(=[O:18])=[O:17])=[CH:12][C:11]=2[N+:20]([O-:22])=[O:21])[CH2:7][CH2:6][N:5]([CH:26]2[CH2:27][CH2:28][O:23][CH2:24][CH2:25]2)[CH2:4][CH2:3]1, predict the reactants needed to synthesize it. The reactants are: [F:1][C:2]1([CH2:8][O:9][C:10]2[CH:15]=[CH:14][C:13]([S:16]([NH2:19])(=[O:18])=[O:17])=[CH:12][C:11]=2[N+:20]([O-:22])=[O:21])[CH2:7][CH2:6][NH:5][CH2:4][CH2:3]1.[O:23]1[CH2:28][CH2:27][C:26](=O)[CH2:25][CH2:24]1.C([BH3-])#N.[Na+].C(O)(=O)C.